This data is from Reaction yield outcomes from USPTO patents with 853,638 reactions. The task is: Predict the reaction yield, written as a fraction of the theoretical maximum amount of product (1.0 means a 100% yield; for example, 0.34 means a 34% yield). The catalyst is C(Cl)Cl. The yield is 1.00. The reactants are [CH2:1]([O:8][C@H:9]1[C@H:14]([O:15][CH2:16][C:17]2[CH:22]=[CH:21][CH:20]=[CH:19][CH:18]=2)[C@H:13]([O:23][CH2:24][C:25]2[CH:30]=[CH:29][CH:28]=[CH:27][CH:26]=2)[C@H:12]([CH3:31])[O:11][C@H:10]1[CH2:32][CH2:33][CH2:34][OH:35])[C:2]1[CH:7]=[CH:6][CH:5]=[CH:4][CH:3]=1.CCN(C(C)C)C(C)C.[CH3:45][S:46](Cl)(=[O:48])=[O:47]. The product is [CH3:45][S:46]([O:35][CH2:34][CH2:33][CH2:32][C@@H:10]1[O:11][C@@H:12]([CH3:31])[C@@H:13]([O:23][CH2:24][C:25]2[CH:26]=[CH:27][CH:28]=[CH:29][CH:30]=2)[C@@H:14]([O:15][CH2:16][C:17]2[CH:22]=[CH:21][CH:20]=[CH:19][CH:18]=2)[C@@H:9]1[O:8][CH2:1][C:2]1[CH:7]=[CH:6][CH:5]=[CH:4][CH:3]=1)(=[O:48])=[O:47].